From a dataset of Full USPTO retrosynthesis dataset with 1.9M reactions from patents (1976-2016). Predict the reactants needed to synthesize the given product. (1) Given the product [CH3:1][C:2]1[NH:3][C:4]2[C:9]([C:10]=1[CH3:11])=[CH:8][C:7]([O:12][C:13]1[C:22]3[C:17](=[CH:18][C:19]([O:25][CH2:33][CH:29]4[CH2:30][CH2:31][CH2:32][N:27]([CH3:26])[CH2:28]4)=[C:20]([O:23][CH3:24])[CH:21]=3)[N:16]=[CH:15][N:14]=1)=[CH:6][CH:5]=2, predict the reactants needed to synthesize it. The reactants are: [CH3:1][C:2]1[NH:3][C:4]2[C:9]([C:10]=1[CH3:11])=[CH:8][C:7]([O:12][C:13]1[C:22]3[C:17](=[CH:18][C:19]([OH:25])=[C:20]([O:23][CH3:24])[CH:21]=3)[N:16]=[CH:15][N:14]=1)=[CH:6][CH:5]=2.[CH3:26][N:27]1[CH2:32][CH2:31][CH2:30][CH:29]([CH2:33]O)[CH2:28]1. (2) Given the product [Cl:25][C:26]1[CH:34]=[CH:33][C:29]([C:30]([NH:63][C@@H:58]([C:52]2[CH:53]=[CH:54][C:55]([F:57])=[CH:56][C:51]=2[F:50])[C:59]([F:60])([F:62])[F:61])=[O:31])=[C:28]([NH:35][S:36]([C:39]2[C:40]3[N:41]=[CH:42][CH:43]=[N:44][C:45]=3[CH:46]=[CH:47][CH:48]=2)(=[O:37])=[O:38])[CH:27]=1, predict the reactants needed to synthesize it. The reactants are: CN(C(ON1N=NC2C=CC=NC1=2)=[N+](C)C)C.F[P-](F)(F)(F)(F)F.[Cl:25][C:26]1[CH:34]=[CH:33][C:29]([C:30](O)=[O:31])=[C:28]([NH:35][S:36]([C:39]2[C:40]3[N:41]=[CH:42][CH:43]=[N:44][C:45]=3[CH:46]=[CH:47][CH:48]=2)(=[O:38])=[O:37])[CH:27]=1.Cl.[F:50][C:51]1[CH:56]=[C:55]([F:57])[CH:54]=[CH:53][C:52]=1[C@H:58]([NH2:63])[C:59]([F:62])([F:61])[F:60]. (3) Given the product [Cl:1][C:2]1[CH:10]=[C:9]2[C:5]([C:6]([C:20]#[N:21])=[C:7]([C:12]3[CH:17]=[C:16]([CH2:18][NH:27][S:24]([C:23]([F:29])([F:28])[F:22])(=[O:26])=[O:25])[CH:15]=[N:14][CH:13]=3)[N:8]2[CH3:11])=[CH:4][CH:3]=1, predict the reactants needed to synthesize it. The reactants are: [Cl:1][C:2]1[CH:10]=[C:9]2[C:5]([C:6]([C:20]#[N:21])=[C:7]([C:12]3[CH:13]=[N:14][CH:15]=[C:16]([CH:18]=O)[CH:17]=3)[N:8]2[CH3:11])=[CH:4][CH:3]=1.[F:22][C:23]([F:29])([F:28])[S:24]([NH2:27])(=[O:26])=[O:25]. (4) Given the product [F:37][C:15]1[CH:16]=[CH:17][C:18]([C:20](=[O:36])[NH:21][CH2:22][C:23]2[CH:28]=[CH:27][CH:26]=[CH:25][C:24]=2[N:29]2[CH2:34][CH2:33][N:32]([CH3:35])[CH2:31][CH2:30]2)=[CH:19][C:14]=1[NH:13][C:11]([C:8]1[N:5]2[CH:6]=[CH:7][C:2]([C:48]3[CH:47]=[N:46][N:45]([CH3:44])[CH:49]=3)=[CH:3][C:4]2=[N:10][CH:9]=1)=[O:12], predict the reactants needed to synthesize it. The reactants are: Br[C:2]1[CH:7]=[CH:6][N:5]2[C:8]([C:11]([NH:13][C:14]3[CH:19]=[C:18]([C:20](=[O:36])[NH:21][CH2:22][C:23]4[CH:28]=[CH:27][CH:26]=[CH:25][C:24]=4[N:29]4[CH2:34][CH2:33][N:32]([CH3:35])[CH2:31][CH2:30]4)[CH:17]=[CH:16][C:15]=3[F:37])=[O:12])=[CH:9][N:10]=[C:4]2[CH:3]=1.C(=O)([O-])[O-].[Cs+].[Cs+].[CH3:44][N:45]1[CH:49]=[C:48](B2OC(C)(C)C(C)(C)O2)[CH:47]=[N:46]1.C(Cl)Cl. (5) The reactants are: Cl[C:2]1[CH:7]=[C:6]([Cl:8])[N:5]=[C:4]([CH3:9])[N:3]=1.[N:10]1([CH2:16][CH2:17][OH:18])[CH2:15][CH2:14][NH:13][CH2:12][CH2:11]1.C(N(CC)C(C)C)(C)C. Given the product [Cl:8][C:6]1[N:5]=[C:4]([CH3:9])[N:3]=[C:2]([N:13]2[CH2:14][CH2:15][N:10]([CH2:16][CH2:17][OH:18])[CH2:11][CH2:12]2)[CH:7]=1, predict the reactants needed to synthesize it. (6) Given the product [C:26]([O:30][C:31]([N:33]1[C:37]2[CH:38]=[CH:39][C:40]([Cl:25])=[CH:41][C:36]=2[N:35]=[C:34]1[CH2:43][O:44][C:45]1[CH:50]=[C:49]([F:51])[C:48]([CH:52]([OH:53])[C:2]2[C:10]3[C:5](=[N:6][CH:7]=[CH:8][CH:9]=3)[N:4]([Si:11]([CH:18]([CH3:20])[CH3:19])([CH:15]([CH3:17])[CH3:16])[CH:12]([CH3:14])[CH3:13])[CH:3]=2)=[CH:47][C:46]=1[O:54][CH3:55])=[O:32])([CH3:29])([CH3:28])[CH3:27], predict the reactants needed to synthesize it. The reactants are: I[C:2]1[C:10]2[C:5](=[N:6][CH:7]=[CH:8][CH:9]=2)[N:4]([Si:11]([CH:18]([CH3:20])[CH3:19])([CH:15]([CH3:17])[CH3:16])[CH:12]([CH3:14])[CH3:13])[CH:3]=1.C([Mg][Cl:25])(C)C.[C:26]([O:30][C:31]([N:33]1[C:37]2[CH:38]=[C:39](Cl)[CH:40]=[CH:41][C:36]=2[N:35]=[C:34]1[CH2:43][O:44][C:45]1[CH:50]=[C:49]([F:51])[C:48]([CH:52]=[O:53])=[CH:47][C:46]=1[O:54][CH3:55])=[O:32])([CH3:29])([CH3:28])[CH3:27]. (7) Given the product [CH3:19][O:20][CH:21]1[CH2:22][CH2:23][N:24]([CH2:27][C:28]2[CH:29]=[C:30]3[C:35](=[CH:36][CH:37]=2)[CH2:34][C@@H:33]([N:38]2[CH:12]=[CH:11][C:10]4[C:15](=[CH:16][CH:17]=[C:8]([O:7][CH2:6][C@@H:2]5[CH2:3][CH2:4][CH2:5][O:1]5)[CH:9]=4)[C:14]2=[O:18])[CH2:32][CH2:31]3)[CH2:25][CH2:26]1, predict the reactants needed to synthesize it. The reactants are: [O:1]1[CH2:5][CH2:4][CH2:3][C@H:2]1[CH2:6][O:7][C:8]1[CH:9]=[C:10]2[C:15](=[CH:16][CH:17]=1)[C:14](=[O:18])O[CH:12]=[CH:11]2.[CH3:19][O:20][CH:21]1[CH2:26][CH2:25][N:24]([CH2:27][C:28]2[CH:29]=[C:30]3[C:35](=[CH:36][CH:37]=2)[CH2:34][C@@H:33]([NH2:38])[CH2:32][CH2:31]3)[CH2:23][CH2:22]1.